The task is: Predict the product of the given reaction.. This data is from Forward reaction prediction with 1.9M reactions from USPTO patents (1976-2016). (1) Given the reactants Br[CH2:2][C:3]([NH:5][C:6]1[CH:11]=[CH:10][C:9]([CH2:12][CH:13]([P:20](=[O:25])([O:23][CH3:24])[O:21][CH3:22])[P:14]([O:18][CH3:19])([O:16][CH3:17])=[O:15])=[CH:8][CH:7]=1)=[O:4].[C:26]([O:30][C:31]([N:33]1[CH2:38][CH2:37]C[C@H]2[CH2:39][N:40]([C:42]3[C:51]([O:52][CH3:53])=[C:50]4[C:45]([C:46](=[O:81])[C:47]([C:57]([O:59]CC(=O)NC(P(OCC)(OCC)=O)P(OCC)(OCC)=O)=[O:58])=[CH:48][N:49]4[CH:54]4[CH2:56][CH2:55]4)=[CH:44][C:43]=3[F:82])[CH2:41][C@@H:34]12)=[O:32])([CH3:29])([CH3:28])[CH3:27], predict the reaction product. The product is: [C:26]([O:30][C:31]([N:33]1[CH2:34][CH2:41][N:40]([C:42]2[C:51]([O:52][CH3:53])=[C:50]3[C:45]([C:46](=[O:81])[C:47]([C:57]([O:59][CH2:2][C:3](=[O:4])[NH:5][C:6]4[CH:11]=[CH:10][C:9]([CH2:12][CH:13]([P:20]([O:23][CH3:24])([O:21][CH3:22])=[O:25])[P:14]([O:18][CH3:19])([O:16][CH3:17])=[O:15])=[CH:8][CH:7]=4)=[O:58])=[CH:48][N:49]3[CH:54]3[CH2:55][CH2:56]3)=[CH:44][C:43]=2[F:82])[CH2:39][CH:38]1[CH3:37])=[O:32])([CH3:28])([CH3:29])[CH3:27]. (2) Given the reactants C[Si](C)(C)N[Si](C)(C)C.C([Li])CCC.[CH3:15][N:16]1[C:29]2[CH:28]=[C:27]([CH2:30][C:31]([O:33][CH2:34][CH3:35])=[O:32])[CH:26]=[CH:25][C:24]=2[S:23](=[O:37])(=[O:36])[C:22]2[C:17]1=[CH:18][CH:19]=[CH:20][CH:21]=2.I[CH2:39][CH:40]1[CH2:45][CH2:44][O:43][CH2:42][CH2:41]1, predict the reaction product. The product is: [CH3:15][N:16]1[C:29]2[CH:28]=[C:27]([CH:30]([CH2:39][CH:40]3[CH2:45][CH2:44][O:43][CH2:42][CH2:41]3)[C:31]([O:33][CH2:34][CH3:35])=[O:32])[CH:26]=[CH:25][C:24]=2[S:23](=[O:36])(=[O:37])[C:22]2[C:17]1=[CH:18][CH:19]=[CH:20][CH:21]=2. (3) Given the reactants [C:1]1([S:7]([C:10]2[CH:11]=[C:12]([CH:15]=[CH:16][C:17]=2[CH:18]=O)[C:13]#[N:14])(=[O:9])=[O:8])[CH:6]=[CH:5][CH:4]=[CH:3][CH:2]=1.[CH3:20][O:21][C:22](=[O:35])[CH2:23][N:24]1[C:32]2[C:27](=[CH:28][C:29]([F:33])=[CH:30][CH:31]=2)[CH:26]=[C:25]1[CH3:34], predict the reaction product. The product is: [CH3:20][O:21][C:22](=[O:35])[CH2:23][N:24]1[C:32]2[C:27](=[CH:28][C:29]([F:33])=[CH:30][CH:31]=2)[C:26]([CH2:18][C:17]2[CH:16]=[CH:15][C:12]([C:13]#[N:14])=[CH:11][C:10]=2[S:7]([C:1]2[CH:6]=[CH:5][CH:4]=[CH:3][CH:2]=2)(=[O:8])=[O:9])=[C:25]1[CH3:34]. (4) Given the reactants [NH2:1][C@H:2]([C:5]([OH:7])=[O:6])[CH2:3][OH:4].[Cl:8][C:9]1[CH:14]=[CH:13][CH:12]=[CH:11][C:10]=1[S:15](Cl)(=[O:17])=[O:16], predict the reaction product. The product is: [Cl:8][C:9]1[CH:14]=[CH:13][CH:12]=[CH:11][C:10]=1[S:15]([NH:1][C@@H:2]([CH2:3][OH:4])[C:5]([OH:7])=[O:6])(=[O:17])=[O:16]. (5) Given the reactants [Br:1][C:2]1[CH:3]=[C:4]([C:8]2[C:17]([C:18](=O)[C:19]#[CH:20])=[C:11]3[CH:12]=[CH:13][CH:14]=[C:15]([Cl:16])[N:10]3[N:9]=2)[CH:5]=[CH:6][CH:7]=1.Cl.[CH:23]1([NH:28][C:29]([NH2:31])=[NH:30])[CH2:27][CH2:26][CH2:25][CH2:24]1.[O-]CC.[Na+], predict the reaction product. The product is: [Br:1][C:2]1[CH:3]=[C:4]([C:8]2[C:17]([C:18]3[CH:19]=[CH:20][N:31]=[C:29]([NH:28][CH:23]4[CH2:27][CH2:26][CH2:25][CH2:24]4)[N:30]=3)=[C:11]3[CH:12]=[CH:13][CH:14]=[C:15]([Cl:16])[N:10]3[N:9]=2)[CH:5]=[CH:6][CH:7]=1. (6) Given the reactants [C:1]([C:3]1[CH:8]=[CH:7][C:6]([C:9]2[CH:10]=[N:11][N:12]([C:15]3[CH:23]=[CH:22][C:18]([C:19](O)=[O:20])=[CH:17][N:16]=3)[C:13]=2[OH:14])=[C:5]([CH3:24])[C:4]=1[F:25])#[N:2].[CH:26]([N:29]1[CH2:34][CH2:33][NH:32][CH2:31][C@@H:30]1[CH3:35])([CH3:28])[CH3:27], predict the reaction product. The product is: [F:25][C:4]1[C:5]([CH3:24])=[C:6]([C:9]2[CH:10]=[N:11][N:12]([C:15]3[CH:23]=[CH:22][C:18]([C:19]([N:32]4[CH2:33][CH2:34][N:29]([CH:26]([CH3:28])[CH3:27])[C@@H:30]([CH3:35])[CH2:31]4)=[O:20])=[CH:17][N:16]=3)[C:13]=2[OH:14])[CH:7]=[CH:8][C:3]=1[C:1]#[N:2]. (7) The product is: [NH2:1][C:2]1[CH:3]=[CH:4][C:5]([C:6]([N:51]2[CH2:50][CH2:49][N:48]([C:41]([O:43][C:44]([CH3:47])([CH3:46])[CH3:45])=[O:42])[CH2:53][CH2:52]2)=[O:8])=[CH:9][CH:10]=1. Given the reactants [NH2:1][C:2]1[CH:10]=[CH:9][C:5]([C:6]([OH:8])=O)=[CH:4][CH:3]=1.CCN=C=NCCCN(C)C.Cl.Cl.C1C=CC2N(O)N=NC=2C=1.CCN(CC)CC.[C:41]([N:48]1[CH2:53][CH2:52][NH:51][CH2:50][CH2:49]1)([O:43][C:44]([CH3:47])([CH3:46])[CH3:45])=[O:42].[OH-].[Na+], predict the reaction product. (8) Given the reactants [OH:1][C:2]1[C:15]2[C:6](=[N:7][C:8]3[C:13]([C:14]=2[C:16]([N:18]2[CH2:23][CH2:22][N:21]([C:24]4[CH:29]=[CH:28][CH:27]=[C:26]([O:30][CH3:31])[CH:25]=4)[CH2:20][CH2:19]2)=[O:17])=[CH:12][CH:11]=[CH:10][CH:9]=3)[CH:5]=[C:4]([OH:32])[CH:3]=1.[P:33](Cl)([O:42][C:43]1[CH:48]=[CH:47][CH:46]=[CH:45][CH:44]=1)([O:35][C:36]1[CH:41]=[CH:40][CH:39]=[CH:38][CH:37]=1)=[O:34].C(N([CH:56]([CH3:58])[CH3:57])CC)(C)C, predict the reaction product. The product is: [P:33]([O:42][C:43]1[CH:48]=[CH:47][CH:46]=[CH:45][CH:44]=1)([O:35][C:36]1[CH:41]=[CH:40][CH:39]=[CH:38][CH:37]=1)([O:1][C:2]1[C:15]2[C:6](=[N:7][C:8]3[C:13]([C:14]=2[C:16]([N:18]2[CH2:19][CH2:20][N:21]([C:24]4[CH:29]=[CH:28][CH:27]=[C:26]([O:30][CH3:31])[CH:25]=4)[CH2:22][CH2:23]2)=[O:17])=[CH:12][CH:11]=[CH:10][CH:9]=3)[CH:5]=[C:4]([O:32][P:33]([O:42][C:57]2[CH:56]=[CH:58][CH:48]=[CH:43][CH:44]=2)([O:35][C:36]2[CH:41]=[CH:40][CH:39]=[CH:38][CH:37]=2)=[O:34])[CH:3]=1)=[O:34].